Dataset: Reaction yield outcomes from USPTO patents with 853,638 reactions. Task: Predict the reaction yield, written as a fraction of the theoretical maximum amount of product (1.0 means a 100% yield; for example, 0.34 means a 34% yield). The reactants are [CH3:1][C:2]1([CH3:20])[N:11]2[C:7](=[N:8][C:9]3[CH:15]=[CH:14][C:13]([C:16]([OH:18])=O)=[CH:12][C:10]=32)[C:6](=[O:19])[NH:5][CH2:4][CH2:3]1.C1CN([P+](ON2N=NC3C=CC=CC2=3)(N2CCCC2)N2CCCC2)CC1.F[P-](F)(F)(F)(F)F.[CH3:54][CH:55]([N:57]1[C:61]2[CH:62]=[CH:63][CH:64]=[CH:65][C:60]=2[N:59]=[C:58]1[NH2:66])[CH3:56].Br.C(N(CC)CC)C. The catalyst is CN(C=O)C. The product is [CH3:20][C:2]1([CH3:1])[N:11]2[C:7](=[N:8][C:9]3[CH:15]=[CH:14][C:13]([C:16]([NH:66][C:58]4[N:57]([CH:55]([CH3:56])[CH3:54])[C:61]5[CH:62]=[CH:63][CH:64]=[CH:65][C:60]=5[N:59]=4)=[O:18])=[CH:12][C:10]=32)[C:6](=[O:19])[NH:5][CH2:4][CH2:3]1. The yield is 0.500.